From a dataset of Catalyst prediction with 721,799 reactions and 888 catalyst types from USPTO. Predict which catalyst facilitates the given reaction. (1) Reactant: C([O:3][C:4](=[O:25])[CH2:5][C:6]1[CH:7]=[N:8][CH:9]=[C:10]([C:12]2[CH:13]=[N:14][C:15]3[N:16]([C:22](=[O:24])[NH2:23])[CH2:17][CH2:18][CH2:19][C:20]=3[CH:21]=2)[CH:11]=1)C.[OH-].[Li+]. Product: [C:22]([N:16]1[C:15]2[N:14]=[CH:13][C:12]([C:10]3[CH:11]=[C:6]([CH2:5][C:4]([OH:25])=[O:3])[CH:7]=[N:8][CH:9]=3)=[CH:21][C:20]=2[CH2:19][CH2:18][CH2:17]1)(=[O:24])[NH2:23]. The catalyst class is: 88. (2) Reactant: [NH2:1][C:2]1[S:6][C:5]2[CH2:7][CH2:8][CH2:9][CH2:10][C:4]=2[C:3]=1[C:11]([C:13]1[CH:18]=[CH:17][C:16]([O:19][C:20]([F:23])([F:22])[F:21])=[CH:15][CH:14]=1)=O.[C:24]([O:31][CH3:32])(=[O:30])[CH2:25][CH2:26][C:27]([CH3:29])=O.Cl[Si](C)(C)C. Product: [CH3:29][C:27]1[N:1]=[C:2]2[S:6][C:5]3[CH2:7][CH2:8][CH2:9][CH2:10][C:4]=3[C:3]2=[C:11]([C:13]2[CH:18]=[CH:17][C:16]([O:19][C:20]([F:23])([F:22])[F:21])=[CH:15][CH:14]=2)[C:26]=1[CH2:25][C:24]([O:31][CH3:32])=[O:30]. The catalyst class is: 3. (3) Reactant: Cl[C:2]1[N:10]=[CH:9][N:8]=[C:7]2[C:3]=1[N:4]=[C:5]([C:18]1[CH:23]=[CH:22][C:21]([Cl:24])=[CH:20][C:19]=1[Cl:25])[N:6]2[C:11]1[CH:16]=[CH:15][C:14]([Cl:17])=[CH:13][CH:12]=1.[CH3:26][C:27]([CH3:30])([O-:29])[CH3:28].[K+]. Product: [C:27]([O:29][C:2]1[N:10]=[CH:9][N:8]=[C:7]2[C:3]=1[N:4]=[C:5]([C:18]1[CH:23]=[CH:22][C:21]([Cl:24])=[CH:20][C:19]=1[Cl:25])[N:6]2[C:11]1[CH:12]=[CH:13][C:14]([Cl:17])=[CH:15][CH:16]=1)([CH3:30])([CH3:28])[CH3:26]. The catalyst class is: 7.